Regression/Classification. Given a drug SMILES string, predict its toxicity properties. Task type varies by dataset: regression for continuous values (e.g., LD50, hERG inhibition percentage) or binary classification for toxic/non-toxic outcomes (e.g., AMES mutagenicity, cardiotoxicity, hepatotoxicity). Dataset: dili. From a dataset of Drug-induced liver injury (DILI) classification data. (1) The compound is NCC(O)c1ccc(O)c(O)c1. The result is 0 (no liver injury). (2) The compound is OCC1OC(OC2C(CO)OC(O)(CO)C2O)C(O)C(O)C1O. The result is 0 (no liver injury). (3) The drug is O=c1[nH]c2ccccc2n1C1CCN(CCCC(c2ccc(F)cc2)c2ccc(F)cc2)CC1. The result is 0 (no liver injury). (4) The compound is COc1ccc(CCN2CCC(Nc3nc4ccccc4n3Cc3ccc(F)cc3)CC2)cc1. The result is 0 (no liver injury).